This data is from Full USPTO retrosynthesis dataset with 1.9M reactions from patents (1976-2016). The task is: Predict the reactants needed to synthesize the given product. (1) Given the product [C:1]([C:5]1[CH:6]=[C:7]([NH:24][C:25]([NH:27][C@@H:28]2[C:37]3[C:32](=[CH:33][CH:34]=[CH:35][CH:36]=3)[C@H:31]([O:38][C:39]3[CH:40]=[CH:41][C:42]4[N:43]([C:45]([N:48]5[CH2:53][CH2:52][CH2:51][CH2:50][CH2:49]5)=[N:46][N:47]=4)[CH:44]=3)[CH2:30][CH2:29]2)=[O:26])[N:8]([C:10]2[CH:15]=[CH:14][C:13]([OH:16])=[CH:12][CH:11]=2)[N:9]=1)([CH3:4])([CH3:2])[CH3:3], predict the reactants needed to synthesize it. The reactants are: [C:1]([C:5]1[CH:6]=[C:7]([NH:24][C:25]([NH:27][C@@H:28]2[C:37]3[C:32](=[CH:33][CH:34]=[CH:35][CH:36]=3)[C@H:31]([O:38][C:39]3[CH:40]=[CH:41][C:42]4[N:43]([C:45]([N:48]5[CH2:53][CH2:52][CH2:51][CH2:50][CH2:49]5)=[N:46][N:47]=4)[CH:44]=3)[CH2:30][CH2:29]2)=[O:26])[N:8]([C:10]2[CH:15]=[CH:14][C:13]([O:16][Si](C(C)(C)C)(C)C)=[CH:12][CH:11]=2)[N:9]=1)([CH3:4])([CH3:3])[CH3:2].CCCC[N+](CCCC)(CCCC)CCCC.[F-]. (2) Given the product [Br:1][C:2]1[C:3]([O:9][CH:11]([F:19])[F:10])=[N:4][CH:5]=[C:6]([CH3:8])[CH:7]=1, predict the reactants needed to synthesize it. The reactants are: [Br:1][C:2]1[C:3]([OH:9])=[N:4][CH:5]=[C:6]([CH3:8])[CH:7]=1.[F:10][C:11]([F:19])(S(F)(=O)=O)C(O)=O.C(=O)([O-])[O-].[Na+].[Na+].O. (3) Given the product [OH:11][NH:10][C:1](=[O:8])[CH2:2][CH2:3][CH2:4][CH2:5][CH2:6][CH2:7][C:1]([CH:2]1[CH2:7][CH2:6][CH2:5][CH2:4][CH2:3]1)=[O:8], predict the reactants needed to synthesize it. The reactants are: [C:1](Cl)(=[O:8])[C:2]1[CH:7]=[CH:6][CH:5]=[CH:4][CH:3]=1.[NH2:10][OH:11].Cl.